Dataset: Forward reaction prediction with 1.9M reactions from USPTO patents (1976-2016). Task: Predict the product of the given reaction. Given the reactants [CH3:1][O:2][C:3]1[CH:4]=[C:5]([CH:8]=[CH:9][C:10]=1[CH2:11][CH:12]=O)[C:6]#[N:7].[N+:14]([C:17]1[CH:22]=[CH:21][C:20]([CH2:23][CH2:24][N:25]2[CH2:30][CH2:29][NH:28][CH2:27][CH2:26]2)=[CH:19][CH:18]=1)([O-:16])=[O:15].[BH-](OC(C)=O)(OC(C)=O)OC(C)=O.[Na+], predict the reaction product. The product is: [CH3:1][O:2][C:3]1[CH:4]=[C:5]([CH:8]=[CH:9][C:10]=1[CH2:11][CH2:12][N:28]1[CH2:29][CH2:30][N:25]([CH2:24][CH2:23][C:20]2[CH:19]=[CH:18][C:17]([N+:14]([O-:16])=[O:15])=[CH:22][CH:21]=2)[CH2:26][CH2:27]1)[C:6]#[N:7].